This data is from Full USPTO retrosynthesis dataset with 1.9M reactions from patents (1976-2016). The task is: Predict the reactants needed to synthesize the given product. Given the product [Cl:30][C:26]1[CH:25]=[C:24]([CH:29]=[CH:28][CH:27]=1)[O:23][CH2:22][CH:21]([F:31])[CH2:20][CH2:19][CH:11]1[CH:12]2[CH:13]([O:14][C:15](=[O:17])[CH2:16]2)[CH2:18][CH:10]1[OH:9], predict the reactants needed to synthesize it. The reactants are: C([O:9][CH:10]1[CH2:18][CH:13]2[O:14][C:15](=[O:17])[CH2:16][CH:12]2[CH:11]1[CH2:19][CH2:20][CH:21]([F:31])[CH2:22][O:23][C:24]1[CH:29]=[CH:28][CH:27]=[C:26]([Cl:30])[CH:25]=1)(=O)C1C=CC=CC=1.C([O-])([O-])=O.[K+].[K+].[NH4+].[Cl-].